Dataset: Forward reaction prediction with 1.9M reactions from USPTO patents (1976-2016). Task: Predict the product of the given reaction. (1) Given the reactants [CH2:1]([N:3]1[CH2:8][CH2:7][CH2:6][CH:5]([CH2:9][C:10]2[CH:15]=[C:14]([F:16])[CH:13]=[CH:12][C:11]=2[S:17]([NH:20][C:21]2[C:30]([C:31]([O-:33])=[O:32])=[C:29]3[C:24]([CH:25]4[CH2:34][CH:26]4[CH2:27][O:28]3)=[CH:23][CH:22]=2)(=[O:19])=[O:18])[CH2:4]1)[CH3:2].O.[OH-].[Li+].O, predict the reaction product. The product is: [CH2:1]([N:3]1[CH2:8][CH2:7][CH2:6][CH:5]([CH2:9][C:10]2[CH:15]=[C:14]([F:16])[CH:13]=[CH:12][C:11]=2[S:17]([NH:20][C:21]2[C:30]([C:31]([OH:33])=[O:32])=[C:29]3[C:24]([C@H:25]4[CH2:34][C@H:26]4[CH2:27][O:28]3)=[CH:23][CH:22]=2)(=[O:18])=[O:19])[CH2:4]1)[CH3:2]. (2) The product is: [NH2:14][C:7]1[C:6]([C:4]([C:22]2[C:21]([O:23][CH3:24])=[C:20]([O:25][CH3:26])[CH:19]=[C:18]([F:27])[C:17]=2[F:16])=[O:5])=[CH:11][N:10]=[C:9]([S:12][CH3:13])[N:8]=1. Given the reactants CON(C)[C:4]([C:6]1[C:7]([NH2:14])=[N:8][C:9]([S:12][CH3:13])=[N:10][CH:11]=1)=[O:5].[F:16][C:17]1[CH:22]=[C:21]([O:23][CH3:24])[C:20]([O:25][CH3:26])=[CH:19][C:18]=1[F:27], predict the reaction product. (3) The product is: [CH:1]1([C:4]2[NH:8][C:7]3[C:9]([C:14]([NH:17][CH2:18][CH:19]4[CH2:24][CH2:23][CH2:22][NH:21][CH2:20]4)=[O:16])=[CH:10][CH:11]=[C:12]([OH:13])[C:6]=3[N:5]=2)[CH2:2][CH2:3]1. Given the reactants [CH:1]1([C:4]2[NH:8][C:7]3[C:9]([C:14]([OH:16])=O)=[CH:10][CH:11]=[C:12]([OH:13])[C:6]=3[N:5]=2)[CH2:3][CH2:2]1.[NH2:17][CH2:18][CH:19]1[CH2:24][CH2:23][CH2:22][N:21](C(OC(C)(C)C)=O)[CH2:20]1, predict the reaction product. (4) Given the reactants [Li].[C:2]([C:6]#[CH:7])([CH3:5])([CH3:4])[CH3:3].[CH:8]([CH:10]=[CH2:11])=[O:9].C(O)(C)C, predict the reaction product. The product is: [CH3:3][C:2]([CH3:5])([CH3:4])[C:6]#[C:7][CH:8]([OH:9])[CH:10]=[CH2:11]. (5) Given the reactants [CH3:1][C:2]1[CH:11]=[CH:10][C:9]2[C:4](=[CH:5][CH:6]=[CH:7][C:8]=2[N:12]2[CH2:17][CH2:16][N:15]([CH2:18][CH2:19][C:20]3[CH:21]=[C:22]([CH:24]=[CH:25][CH:26]=3)[NH2:23])[CH2:14][CH2:13]2)[N:3]=1.[Cl:27][C:28]1[C:38]([Cl:39])=[CH:37][C:31]2[C:32](=O)O[C:34](=O)[C:30]=2[CH:29]=1, predict the reaction product. The product is: [Cl:27][C:28]1[CH:29]=[C:30]2[C:31](=[CH:37][C:38]=1[Cl:39])[CH2:32][N:23]([C:22]1[CH:24]=[CH:25][CH:26]=[C:20]([CH2:19][CH2:18][N:15]3[CH2:14][CH2:13][N:12]([C:8]4[CH:7]=[CH:6][CH:5]=[C:4]5[C:9]=4[CH:10]=[CH:11][C:2]([CH3:1])=[N:3]5)[CH2:17][CH2:16]3)[CH:21]=1)[CH2:34]2. (6) The product is: [Cl:1][C:2]1[C:3]([CH3:26])=[N:4][O:5][C:6]=1[N:7]([CH2:20][O:21][CH2:22][CH2:23][O:24][CH3:25])[S:8]([C:11]1[C:19]2[C:14](=[N:15][CH:16]=[CH:17][CH:18]=2)[S:13][C:12]=1[CH:38]([OH:39])[C:37]1[CH:40]=[C:41]2[O:42][CH2:32][O:33][C:34]2=[CH:35][C:36]=1[CH2:43][CH2:44][O:45][Si:46]([C:49]([CH3:51])([CH3:50])[CH3:52])([CH3:47])[CH3:48])(=[O:9])=[O:10]. Given the reactants [Cl:1][C:2]1[C:3]([CH3:26])=[N:4][O:5][C:6]=1[N:7]([CH2:20][O:21][CH2:22][CH2:23][O:24][CH3:25])[S:8]([C:11]1[C:19]2[C:14](=[N:15][CH:16]=[CH:17][CH:18]=2)[S:13][CH:12]=1)(=[O:10])=[O:9].[Li]C(C)(C)C.[CH2:32]1[O:42][C:41]2[C:34](=[CH:35][C:36]([CH2:43][CH2:44][O:45][Si:46]([C:49]([CH3:52])([CH3:51])[CH3:50])([CH3:48])[CH3:47])=[C:37]([CH:40]=2)[CH:38]=[O:39])[O:33]1, predict the reaction product.